The task is: Predict the reactants needed to synthesize the given product.. This data is from Full USPTO retrosynthesis dataset with 1.9M reactions from patents (1976-2016). (1) Given the product [CH:1]1([N:4]2[C:13]3[C:8](=[CH:9][CH:10]=[CH:11][CH:12]=3)[N:7]([CH:14]([CH3:18])[CH2:15][NH2:17])[CH2:6][CH2:5]2)[CH2:3][CH2:2]1, predict the reactants needed to synthesize it. The reactants are: [CH:1]1([N:4]2[C:13]3[C:8](=[CH:9][CH:10]=[CH:11][CH:12]=3)[N:7]([CH:14]([CH3:18])[C:15]([NH2:17])=O)[CH2:6][CH2:5]2)[CH2:3][CH2:2]1.CO.Cl. (2) The reactants are: [CH2:1]([C:3]1[CH:8]=[CH:7][C:6]([S:9][CH2:10][CH2:11][NH2:12])=[CH:5][CH:4]=1)[CH3:2].[CH3:13][O:14][C:15](=[O:28])[C:16]1[CH:21]=[C:20]([S:22](Cl)(=[O:24])=[O:23])[CH:19]=[C:18]([CH3:26])[C:17]=1[CH3:27].N1C=CC=CC=1.C(N(CC)CC)C. Given the product [CH3:13][O:14][C:15](=[O:28])[C:16]1[CH:21]=[C:20]([S:22](=[O:23])(=[O:24])[NH:12][CH2:11][CH2:10][S:9][C:6]2[CH:7]=[CH:8][C:3]([CH2:1][CH3:2])=[CH:4][CH:5]=2)[CH:19]=[C:18]([CH3:26])[C:17]=1[CH3:27], predict the reactants needed to synthesize it. (3) Given the product [NH2:34][C:2](=[NH:1])[C:3]1[CH:4]=[CH:5][C:6]([O:7][CH2:8][CH2:9][CH2:10][N:11]2[CH2:16][CH2:15][CH:14]([CH2:17][CH2:18][CH2:19][O:20][C:21]3[CH:30]=[CH:29][C:24]([C:25]([NH2:28])=[NH:26])=[C:23]([F:31])[CH:22]=3)[CH2:13][CH2:12]2)=[CH:32][CH:33]=1, predict the reactants needed to synthesize it. The reactants are: [NH2:1][C:2](=[N:34]O)[C:3]1[CH:33]=[CH:32][C:6]([O:7][CH2:8][CH2:9][CH2:10][N:11]2[CH2:16][CH2:15][CH:14]([CH2:17][CH2:18][CH2:19][O:20][C:21]3[CH:30]=[CH:29][C:24]([C:25]([NH2:28])=[N:26]O)=[C:23]([F:31])[CH:22]=3)[CH2:13][CH2:12]2)=[CH:5][CH:4]=1.C(OC(=O)C)(=O)C.